This data is from Peptide-MHC class I binding affinity with 185,985 pairs from IEDB/IMGT. The task is: Regression. Given a peptide amino acid sequence and an MHC pseudo amino acid sequence, predict their binding affinity value. This is MHC class I binding data. (1) The peptide sequence is GTLGIVCPI. The MHC is HLA-A02:01 with pseudo-sequence HLA-A02:01. The binding affinity (normalized) is 0.504. (2) The peptide sequence is VSEKYTDMY. The MHC is HLA-A11:01 with pseudo-sequence HLA-A11:01. The binding affinity (normalized) is 0.0847. (3) The peptide sequence is KPKEQHKRNY. The MHC is Mamu-B03 with pseudo-sequence Mamu-B03. The binding affinity (normalized) is 0.